This data is from Full USPTO retrosynthesis dataset with 1.9M reactions from patents (1976-2016). The task is: Predict the reactants needed to synthesize the given product. (1) Given the product [CH3:1][O:2][C:3]1[CH:4]=[C:5]2[C:10](=[CH:11][C:12]=1[O:13][CH3:14])[N:9]=[CH:8][CH:7]=[C:6]2[O:15][C:16]1[CH:22]=[CH:21][C:19]([NH:20][C:35]([NH:52][CH:50]([C:47]2[CH:48]=[CH:49][C:44]([F:43])=[CH:45][CH:46]=2)[CH3:51])=[O:41])=[C:18]([CH3:23])[CH:17]=1, predict the reactants needed to synthesize it. The reactants are: [CH3:1][O:2][C:3]1[CH:4]=[C:5]2[C:10](=[CH:11][C:12]=1[O:13][CH3:14])[N:9]=[CH:8][CH:7]=[C:6]2[O:15][C:16]1[CH:22]=[CH:21][C:19]([NH2:20])=[C:18]([CH3:23])[CH:17]=1.C(N(CC)CC)C.ClC(Cl)(O[C:35](=[O:41])OC(Cl)(Cl)Cl)Cl.[F:43][C:44]1[CH:49]=[CH:48][C:47]([CH:50]([NH2:52])[CH3:51])=[CH:46][CH:45]=1. (2) Given the product [NH2:1][C:2]1[S:3][C:4]([C:17]2[CH:22]=[CH:21][CH:20]=[C:19]([F:23])[CH:18]=2)=[C:5]([C:7]([N:9]2[CH2:14][C@H:13]3[C@H:11]([CH2:12]3)[C@H:10]2[CH2:15][NH:16][C:28](=[O:29])[C:27]2[CH:31]=[CH:32][CH:33]=[C:25]([Cl:24])[CH:26]=2)=[O:8])[N:6]=1, predict the reactants needed to synthesize it. The reactants are: [NH2:1][C:2]1[S:3][C:4]([C:17]2[CH:22]=[CH:21][CH:20]=[C:19]([F:23])[CH:18]=2)=[C:5]([C:7]([N:9]2[CH2:14][C@H:13]3[C@H:11]([CH2:12]3)[C@H:10]2[CH2:15][NH2:16])=[O:8])[N:6]=1.[Cl:24][C:25]1[CH:26]=[C:27]([CH:31]=[CH:32][CH:33]=1)[C:28](O)=[O:29]. (3) Given the product [Cl:1][C:2]1[CH:3]=[CH:4][C:5]([CH2:8][CH2:9][C:10]([NH:31][C@H:26]2[CH2:27][CH2:28][CH2:29][CH2:30][C@@H:25]2[CH2:24][N:20]2[CH2:21][CH2:22][CH2:23][C@H:18]([CH2:17][O:16][CH2:14][CH3:15])[CH2:19]2)=[O:12])=[CH:6][CH:7]=1, predict the reactants needed to synthesize it. The reactants are: [Cl:1][C:2]1[CH:7]=[CH:6][C:5]([CH2:8][CH2:9][C:10]([OH:12])=O)=[CH:4][CH:3]=1.Cl.[CH2:14]([O:16][CH2:17][C@H:18]1[CH2:23][CH2:22][CH2:21][N:20]([CH2:24][C@H:25]2[CH2:30][CH2:29][CH2:28][CH2:27][C@@H:26]2[NH2:31])[CH2:19]1)[CH3:15].C(N(C(C)C)CC)(C)C.CN(C(ON1N=NC2C=CC=NC1=2)=[N+](C)C)C.F[P-](F)(F)(F)(F)F. (4) Given the product [CH3:30][NH:31][C:2]1[N:7]=[CH:6][N:5]=[C:4]([O:8][C:9]2[CH:10]=[C:11]3[C:16](=[CH:17][CH:18]=2)[C:15]([C:19]([NH:21][CH2:22][CH2:23][N:24]2[CH2:29][CH2:28][O:27][CH2:26][CH2:25]2)=[O:20])=[CH:14][CH:13]=[CH:12]3)[CH:3]=1, predict the reactants needed to synthesize it. The reactants are: Cl[C:2]1[N:7]=[CH:6][N:5]=[C:4]([O:8][C:9]2[CH:10]=[C:11]3[C:16](=[CH:17][CH:18]=2)[C:15]([C:19]([NH:21][CH2:22][CH2:23][N:24]2[CH2:29][CH2:28][O:27][CH2:26][CH2:25]2)=[O:20])=[CH:14][CH:13]=[CH:12]3)[CH:3]=1.[CH3:30][NH2:31].